From a dataset of Peptide-MHC class II binding affinity with 134,281 pairs from IEDB. Regression. Given a peptide amino acid sequence and an MHC pseudo amino acid sequence, predict their binding affinity value. This is MHC class II binding data. (1) The peptide sequence is KNEPTAAAIAYGLDR. The MHC is HLA-DQA10102-DQB10602 with pseudo-sequence HLA-DQA10102-DQB10602. The binding affinity (normalized) is 0.660. (2) The peptide sequence is MNYYGKQENWYSLKK. The MHC is DRB5_0101 with pseudo-sequence DRB5_0101. The binding affinity (normalized) is 0.438. (3) The binding affinity (normalized) is 0.537. The MHC is DRB3_0202 with pseudo-sequence DRB3_0202. The peptide sequence is ARGWAAHRARANESA. (4) The peptide sequence is MKEGRYEVRAELPGV. The MHC is DRB1_1101 with pseudo-sequence DRB1_1101. The binding affinity (normalized) is 0.287. (5) The peptide sequence is ENMLRSMPVKGKRKD. The MHC is H-2-IAb with pseudo-sequence H-2-IAb. The binding affinity (normalized) is 0.141. (6) The peptide sequence is EKKYFAATQFEPPAA. The MHC is HLA-DPA10301-DPB10402 with pseudo-sequence HLA-DPA10301-DPB10402. The binding affinity (normalized) is 0.668.